This data is from Peptide-MHC class II binding affinity with 134,281 pairs from IEDB. The task is: Regression. Given a peptide amino acid sequence and an MHC pseudo amino acid sequence, predict their binding affinity value. This is MHC class II binding data. (1) The peptide sequence is QKLIEDINASFRAAM. The MHC is HLA-DQA10104-DQB10503 with pseudo-sequence HLA-DQA10104-DQB10503. The binding affinity (normalized) is 0.296. (2) The peptide sequence is KLIGGIGGFIKVRQYDQILI. The MHC is DRB1_1201 with pseudo-sequence DRB1_1201. The binding affinity (normalized) is 0.315. (3) The peptide sequence is AREKNPRLCTKEEFI. The MHC is HLA-DQA10201-DQB10303 with pseudo-sequence HLA-DQA10201-DQB10303. The binding affinity (normalized) is 0. (4) The peptide sequence is LSPISNMVSMANNHV. The MHC is DRB1_1101 with pseudo-sequence DRB1_1101. The binding affinity (normalized) is 0.371. (5) The peptide sequence is GRKRPIVRILRRVHH. The MHC is HLA-DQA10102-DQB10602 with pseudo-sequence HLA-DQA10102-DQB10602. The binding affinity (normalized) is 0.341. (6) The peptide sequence is YLALLVKYVNGDGDV. The MHC is DRB1_1101 with pseudo-sequence DRB1_1101. The binding affinity (normalized) is 0.569.